Predict which catalyst facilitates the given reaction. From a dataset of Catalyst prediction with 721,799 reactions and 888 catalyst types from USPTO. (1) Reactant: [NH2:1][C:2]1[CH:7]=[C:6]([N:8]2[CH2:12][CH2:11][CH2:10][S:9]2(=[O:14])=[O:13])[CH:5]=[CH:4][C:3]=1[C:15]([N:17]1[CH2:22][CH2:21][N:20]([C:23]2[CH:28]=[CH:27][C:26]([CH3:29])=[CH:25][C:24]=2[CH3:30])[CH2:19][CH2:18]1)=[O:16].[F:31][C:32]1[CH:37]=[CH:36][C:35]([N:38]=[C:39]=[O:40])=[CH:34][CH:33]=1.Cl. Product: [CH3:30][C:24]1[CH:25]=[C:26]([CH3:29])[CH:27]=[CH:28][C:23]=1[N:20]1[CH2:21][CH2:22][N:17]([C:15]([C:3]2[CH:4]=[CH:5][C:6]([N:8]3[CH2:12][CH2:11][CH2:10][S:9]3(=[O:14])=[O:13])=[CH:7][C:2]=2[NH:1][C:39]([NH:38][C:35]2[CH:36]=[CH:37][C:32]([F:31])=[CH:33][CH:34]=2)=[O:40])=[O:16])[CH2:18][CH2:19]1. The catalyst class is: 17. (2) Reactant: [C:1]1([OH:8])[CH:6]=[CH:5][C:4]([OH:7])=[CH:3][CH:2]=1.[N:9]([CH2:12][CH3:13])=[C:10]=[O:11].C(N(CC)CC)C. Product: [OH:7][C:4]1[CH:5]=[CH:6][C:1]([O:8][C:10](=[O:11])[NH:9][CH2:12][CH3:13])=[CH:2][CH:3]=1. The catalyst class is: 12.